This data is from CYP3A4 inhibition data for predicting drug metabolism from PubChem BioAssay. The task is: Regression/Classification. Given a drug SMILES string, predict its absorption, distribution, metabolism, or excretion properties. Task type varies by dataset: regression for continuous measurements (e.g., permeability, clearance, half-life) or binary classification for categorical outcomes (e.g., BBB penetration, CYP inhibition). Dataset: cyp3a4_veith. (1) The compound is CCN(CC)c1ccc(NC(=O)c2cccc(F)c2)c(C)c1. The result is 0 (non-inhibitor). (2) The drug is N[C@@H](Cc1ccnnc1)C(=O)O. The result is 0 (non-inhibitor). (3) The molecule is CCOC(=O)CCN1C(=O)[C@@H]2CC=C3C(=O)[C@H]4O[C@H]4[C@@H](O)[C@H]3[C@H]2C1=O. The result is 0 (non-inhibitor). (4) The molecule is O=C1N=C(N2CCOCC2)S/C1=C\C=C/c1ccccc1. The result is 0 (non-inhibitor). (5) The compound is CCN1CCC[C@@H]1CNC(=O)c1cc(S(N)(=O)=O)ccc1OC. The result is 0 (non-inhibitor). (6) The drug is CCS(=O)(=O)N1CCC(C(=O)NCC2CCCO2)CC1. The result is 0 (non-inhibitor). (7) The compound is COc1ccccc1-c1nc(NCc2cnc(C)cn2)c2ccccc2n1. The result is 1 (inhibitor). (8) The molecule is CC(=O)Nc1cccc(C(=O)OC(C(=O)c2ccc(C)c(C)c2)c2ccccc2)c1. The result is 0 (non-inhibitor).